Dataset: Forward reaction prediction with 1.9M reactions from USPTO patents (1976-2016). Task: Predict the product of the given reaction. (1) Given the reactants C(O[C:6](=O)[NH:7][CH:8]([C:12]1[NH:13][CH:14]=[C:15]([C:17]2[CH:22]=[CH:21][CH:20]=[CH:19][CH:18]=2)[N:16]=1)[CH:9]([CH3:11])[CH3:10])(C)(C)C.[H-].[H-].[H-].[H-].[Li+].[Al+3], predict the reaction product. The product is: [CH3:6][NH:7][CH:8]([C:12]1[NH:13][CH:14]=[C:15]([C:17]2[CH:22]=[CH:21][CH:20]=[CH:19][CH:18]=2)[N:16]=1)[CH:9]([CH3:11])[CH3:10]. (2) Given the reactants Cl[C:2]1[N:7]=[C:6]2[N:8]([C:23]3[CH:28]=[CH:27][CH:26]=[CH:25][CH:24]=3)[C:9](=[O:22])[N:10]([C:13]3[CH:18]=[C:17]([O:19][CH3:20])[CH:16]=[CH:15][C:14]=3[Cl:21])[CH:11]([CH3:12])[C:5]2=[CH:4][N:3]=1.[NH2:29][C:30]1[CH:35]=[CH:34][CH:33]=[CH:32][CH:31]=1, predict the reaction product. The product is: [Cl:21][C:14]1[CH:15]=[CH:16][C:17]([O:19][CH3:20])=[CH:18][C:13]=1[N:10]1[CH:11]([CH3:12])[C:5]2[C:6](=[N:7][C:2]([NH:29][C:30]3[CH:35]=[CH:34][CH:33]=[CH:32][CH:31]=3)=[N:3][CH:4]=2)[N:8]([C:23]2[CH:28]=[CH:27][CH:26]=[CH:25][CH:24]=2)[C:9]1=[O:22].